Predict the product of the given reaction. From a dataset of Forward reaction prediction with 1.9M reactions from USPTO patents (1976-2016). (1) Given the reactants [Br:1][C:2]1[CH:7]=[CH:6][C:5]([CH2:8][NH2:9])=[C:4]([F:10])[CH:3]=1.[N:11]1[N:15]2[CH2:16][CH2:17][CH2:18][CH2:19][C:14]2=[CH:13][C:12]=1[C:20](O)=[O:21].CN(C(ON1N=NC2C=CC=CC1=2)=[N+](C)C)C.F[P-](F)(F)(F)(F)F.CCN(C(C)C)C(C)C, predict the reaction product. The product is: [Br:1][C:2]1[CH:7]=[CH:6][C:5]([CH2:8][NH:9][C:20]([C:12]2[CH:13]=[C:14]3[CH2:19][CH2:18][CH2:17][CH2:16][N:15]3[N:11]=2)=[O:21])=[C:4]([F:10])[CH:3]=1. (2) Given the reactants [Br:1][C:2]1[C:3]([NH2:8])=[N:4][CH:5]=[CH:6][CH:7]=1.[Cl:9][CH2:10][C:11]([CH2:13]Cl)=O, predict the reaction product. The product is: [ClH:9].[Br:1][C:2]1[C:3]2[N:4]([CH:13]=[C:11]([CH2:10][Cl:9])[N:8]=2)[CH:5]=[CH:6][CH:7]=1. (3) The product is: [C:1]([C:3]1[CH:4]=[CH:5][C:6]([O:13][CH2:26][C:27]([F:30])([F:29])[F:28])=[C:7]([CH:12]=1)[C:8]([O:10][CH3:11])=[O:9])#[N:2]. Given the reactants [C:1]([C:3]1[CH:4]=[CH:5][C:6]([OH:13])=[C:7]([CH:12]=1)[C:8]([O:10][CH3:11])=[O:9])#[N:2].C(=O)([O-])[O-].[K+].[K+].FC(F)(F)S(O[CH2:26][C:27]([F:30])([F:29])[F:28])(=O)=O, predict the reaction product. (4) Given the reactants [C:12]([O:11][C:9](O[C:9]([O:11][C:12]([CH3:15])([CH3:14])[CH3:13])=[O:10])=[O:10])([CH3:15])([CH3:14])[CH3:13].[C:16]([O:20][C:21]([N:23]1[CH2:28][CH2:27][N:26]([C:29]([C:31]2[CH:39]=[C:38]3[C:34]([CH:35]=[CH:36][NH:37]3)=[CH:33][CH:32]=2)=[O:30])[CH2:25][CH2:24]1)=[O:22])([CH3:19])([CH3:18])[CH3:17], predict the reaction product. The product is: [C:16]([O:20][C:21]([N:23]1[CH2:28][CH2:27][N:26]([C:29]([C:31]2[CH:39]=[C:38]3[C:34]([CH:35]=[CH:36][N:37]3[C:9]([O:11][C:12]([CH3:13])([CH3:14])[CH3:15])=[O:10])=[CH:33][CH:32]=2)=[O:30])[CH2:25][CH2:24]1)=[O:22])([CH3:19])([CH3:17])[CH3:18]. (5) Given the reactants [Br:1][C:2]1[CH:3]=[CH:4][C:5]2[NH:6][C:7]3[C:12]([C:13]=2[CH:14]=1)=[CH:11][CH:10]=[CH:9][CH:8]=3.I[C:16]1[CH:21]=[CH:20][CH:19]=[CH:18][CH:17]=1.C(=O)([O-])[O-].[K+].[K+].C1OCCOCCOCCOCCOCCOC1, predict the reaction product. The product is: [Br:1][C:2]1[CH:3]=[CH:4][C:5]2[N:6]([C:16]3[CH:21]=[CH:20][CH:19]=[CH:18][CH:17]=3)[C:7]3[C:12]([C:13]=2[CH:14]=1)=[CH:11][CH:10]=[CH:9][CH:8]=3. (6) Given the reactants [NH:1]1[C:5]2[CH:6]=[CH:7][CH:8]=[CH:9][C:4]=2[N:3]=[C:2]1[NH:10][CH:11]1[CH2:16][CH2:15][N:14]([CH2:17][C:18](=O)[CH:19]([CH3:21])[CH3:20])[CH2:13][CH2:12]1.C1(C[NH2:30])C=CC=CC=1, predict the reaction product. The product is: [NH2:30][CH:18]([CH:19]([CH3:21])[CH3:20])[CH2:17][N:14]1[CH2:15][CH2:16][CH:11]([NH:10][C:2]2[NH:3][C:4]3[CH:9]=[CH:8][CH:7]=[CH:6][C:5]=3[N:1]=2)[CH2:12][CH2:13]1. (7) Given the reactants [CH2:1]([N:8]1[C:12](=[O:13])[CH:11]=[CH:10][C:9]1=[O:14])[C:2]1[CH:7]=[CH:6][CH:5]=[CH:4][CH:3]=1.Br[CH2:16][N+:17]([O-:19])=[O:18].C([O-])([O-])=O.[K+].[K+].C(Cl)Cl.CCCCCCC, predict the reaction product. The product is: [CH2:1]([N:8]1[C:12](=[O:13])[CH:11]2[CH:10]([CH:16]2[N+:17]([O-:19])=[O:18])[C:9]1=[O:14])[C:2]1[CH:3]=[CH:4][CH:5]=[CH:6][CH:7]=1.